From a dataset of Forward reaction prediction with 1.9M reactions from USPTO patents (1976-2016). Predict the product of the given reaction. Given the reactants Br[C:2]1[CH:7]=[CH:6][N:5]=[CH:4][C:3]=1[CH:8]=[O:9].[Na+].[C:11]1([S:17]([O-:19])=[O:18])[CH:16]=[CH:15][CH:14]=[CH:13][CH:12]=1.CN1CCCC1=O, predict the reaction product. The product is: [C:11]1([S:17]([C:2]2[CH:7]=[CH:6][N:5]=[CH:4][C:3]=2[CH:8]=[O:9])(=[O:19])=[O:18])[CH:16]=[CH:15][CH:14]=[CH:13][CH:12]=1.